This data is from Full USPTO retrosynthesis dataset with 1.9M reactions from patents (1976-2016). The task is: Predict the reactants needed to synthesize the given product. (1) Given the product [Cl:19][C:20]1[N:21]=[CH:22][C:23]([O:16][C:13]2[CH:14]=[CH:15][C:8]3[CH2:7][CH2:6][N:5]([CH:1]4[CH2:4][CH2:3][CH2:2]4)[CH2:11][CH2:10][C:9]=3[CH:12]=2)=[N:24][CH:25]=1, predict the reactants needed to synthesize it. The reactants are: [CH:1]1([N:5]2[CH2:11][CH2:10][C:9]3[CH:12]=[C:13]([OH:16])[CH:14]=[CH:15][C:8]=3[CH2:7][CH2:6]2)[CH2:4][CH2:3][CH2:2]1.[H-].[Na+].[Cl:19][C:20]1[CH:25]=[N:24][C:23](Cl)=[CH:22][N:21]=1. (2) Given the product [CH3:5][N:8]1[C:16](=[O:17])[C:15]2[CH:14]=[C:13]([CH2:21][C:22]3[CH:27]=[CH:26][CH:25]=[CH:24][CH:23]=3)[S:12][C:11]=2[N:10]([CH2:28][CH:29]([CH3:31])[CH3:30])[C:9]1=[O:32], predict the reactants needed to synthesize it. The reactants are: [O-]CC.[Na+].[C:5]([NH:8][C:9](=[O:32])[N:10]([CH2:28][CH:29]([CH3:31])[CH3:30])[C:11]1[S:12][C:13]([CH2:21][C:22]2[CH:27]=[CH:26][CH:25]=[CH:24][CH:23]=2)=[CH:14][C:15]=1[C:16](OCC)=[O:17])(=O)C.IC. (3) The reactants are: [CH3:1][O:2][C:3](=[O:15])[C:4]1[CH:9]=[CH:8][CH:7]=[C:6](N)[C:5]=1[C:11]([O:13][CH3:14])=[O:12].Cl.N([O-])=O.[Na+].C(=O)([O-])[O-].[Na+].[Na+].[C:27]([Cu])#[N:28].[C-]#N.[K+]. Given the product [CH3:1][O:2][C:3](=[O:15])[C:4]1[CH:9]=[CH:8][CH:7]=[C:6]([C:27]#[N:28])[C:5]=1[C:11]([O:13][CH3:14])=[O:12], predict the reactants needed to synthesize it. (4) Given the product [CH2:1]([CH:3]([O:6][C:7]1[CH:12]=[C:11]([CH3:13])[N:10]=[C:9]2[N:14]([C:18]3[C:19]([CH3:26])=[CH:20][C:21]([CH3:25])=[CH:22][C:23]=3[CH3:24])[C:15](=[O:17])[N:16]([CH3:27])[C:8]=12)[CH2:4][CH3:5])[CH3:2], predict the reactants needed to synthesize it. The reactants are: [CH2:1]([CH:3]([O:6][C:7]1[CH:12]=[C:11]([CH3:13])[N:10]=[C:9]2[N:14]([C:18]3[C:23]([CH3:24])=[CH:22][C:21]([CH3:25])=[CH:20][C:19]=3[CH3:26])[C:15](=[O:17])[NH:16][C:8]=12)[CH2:4][CH3:5])[CH3:2].[CH3:27][Si]([N-][Si](C)(C)C)(C)C.[Li+]. (5) The reactants are: Br[CH2:2][C:3]([O:5][C:6]([CH3:9])([CH3:8])[CH3:7])=[O:4].[Br:10][C:11]1[CH:16]=[CH:15][CH:14]=[CH:13][C:12]=1[C:17]([NH2:20])([CH3:19])[CH3:18].C(=O)([O-])[O-].[K+].[K+]. Given the product [Br:10][C:11]1[CH:16]=[CH:15][CH:14]=[CH:13][C:12]=1[C:17]([NH:20][CH2:2][C:3]([O:5][C:6]([CH3:9])([CH3:8])[CH3:7])=[O:4])([CH3:18])[CH3:19], predict the reactants needed to synthesize it.